Dataset: Peptide-MHC class II binding affinity with 134,281 pairs from IEDB. Task: Regression. Given a peptide amino acid sequence and an MHC pseudo amino acid sequence, predict their binding affinity value. This is MHC class II binding data. (1) The peptide sequence is SGPNELGRFKHTD. The MHC is DRB1_0401 with pseudo-sequence DRB1_0401. The binding affinity (normalized) is 0. (2) The peptide sequence is MVGTILEMLGHRLDD. The MHC is DRB1_1302 with pseudo-sequence DRB1_1302. The binding affinity (normalized) is 0.836. (3) The peptide sequence is NAGFKAALAAAAGVP. The MHC is HLA-DQA10104-DQB10503 with pseudo-sequence HLA-DQA10104-DQB10503. The binding affinity (normalized) is 0.398. (4) The peptide sequence is NSFKPFAEYKSDYVY. The MHC is DRB3_0202 with pseudo-sequence DRB3_0202. The binding affinity (normalized) is 0.138. (5) The peptide sequence is GELQIKDKIDAAFKI. The MHC is DRB5_0101 with pseudo-sequence DRB5_0101. The binding affinity (normalized) is 0.685. (6) The peptide sequence is AQDLELSWNLNGLQAY. The MHC is HLA-DQA10101-DQB10501 with pseudo-sequence HLA-DQA10101-DQB10501. The binding affinity (normalized) is 0.687. (7) The peptide sequence is SQDLQLSWNLNGLQAY. The MHC is DRB1_0401 with pseudo-sequence DRB1_0401. The binding affinity (normalized) is 0.793. (8) The peptide sequence is NTARLMAGAGPAPML. The MHC is HLA-DQA10501-DQB10301 with pseudo-sequence HLA-DQA10501-DQB10301. The binding affinity (normalized) is 0.705. (9) The peptide sequence is SVTIKLDGNLLSSND. The MHC is HLA-DPA10201-DPB10101 with pseudo-sequence YAFFQFSGGAILNTLYGQFEYFAIEKVRVHLDVT. The binding affinity (normalized) is 0.485.